Dataset: Full USPTO retrosynthesis dataset with 1.9M reactions from patents (1976-2016). Task: Predict the reactants needed to synthesize the given product. (1) Given the product [O:1]=[C:2]1[N:6]([CH2:7][CH:8]2[CH2:9][CH2:10][N:11]([C:27]3[N:32]=[CH:31][CH:30]=[CH:29][N:28]=3)[CH2:12][CH2:13]2)[C:5]2[CH:14]=[CH:15][C:16]([C:18]3[CH:25]=[CH:24][CH:23]=[CH:22][C:19]=3[C:20]#[N:21])=[CH:17][C:4]=2[S:3]1, predict the reactants needed to synthesize it. The reactants are: [O:1]=[C:2]1[N:6]([CH2:7][CH:8]2[CH2:13][CH2:12][NH:11][CH2:10][CH2:9]2)[C:5]2[CH:14]=[CH:15][C:16]([C:18]3[CH:25]=[CH:24][CH:23]=[CH:22][C:19]=3[C:20]#[N:21])=[CH:17][C:4]=2[S:3]1.Br[C:27]1[N:32]=[CH:31][CH:30]=[CH:29][N:28]=1.CN1C(=O)CCC1.CCN(C(C)C)C(C)C. (2) Given the product [Cl:1][C:2]1[CH:7]=[CH:6][N:5]=[C:4]([CH2:8][CH2:9][C:10]([O:12][CH2:13][CH3:14])=[O:11])[CH:3]=1, predict the reactants needed to synthesize it. The reactants are: [Cl:1][C:2]1[CH:7]=[CH:6][N:5]=[C:4]([CH:8]=[CH:9][C:10]([O:12][CH2:13][CH3:14])=[O:11])[CH:3]=1. (3) Given the product [CH:24]1([O:23][C:16]2[C:17]([O:21][CH3:22])=[CH:18][CH:19]=[C:20]3[C:15]=2[CH:14]=[CH:13][N:12]=[C:11]3[CH2:8][C:7]2[C:6]([Cl:9])=[CH:5][N:4]=[CH:3][C:2]=2[Cl:1])[CH2:25][CH2:26][CH2:27][CH2:28]1, predict the reactants needed to synthesize it. The reactants are: [Cl:1][C:2]1[CH:3]=[N:4][CH:5]=[C:6]([Cl:9])[C:7]=1[CH3:8].Cl[C:11]1[C:20]2[C:15](=[C:16]([O:23][CH:24]3[CH2:28][CH2:27][CH2:26][CH2:25]3)[C:17]([O:21][CH3:22])=[CH:18][CH:19]=2)[CH:14]=[CH:13][N:12]=1. (4) Given the product [CH3:15][O:16][C:2]1[C:7]([C:8]([OH:10])=[O:9])=[CH:6][N:5]=[C:4]([S:13][CH3:14])[N:3]=1, predict the reactants needed to synthesize it. The reactants are: Cl[C:2]1[C:7]([C:8]([O:10]CC)=[O:9])=[CH:6][N:5]=[C:4]([S:13][CH3:14])[N:3]=1.[CH3:15][O-:16].[Na+].[OH-].[Na+]. (5) The reactants are: C(C1N=C(N2CCOCC2)C2N=NN(CC3C=CC=CC=3Cl)C=2N=1)(C)(C)C.[C:28]([C:32]1[N:33]=[C:34](Cl)[C:35]2[N:40]=[N:39][N:38]([CH2:41][C:42]3[CH:47]=[CH:46][CH:45]=[CH:44][C:43]=3[Cl:48])[C:36]=2[N:37]=1)([CH3:31])([CH3:30])[CH3:29].[CH3:50][C:51]1([CH3:57])[CH2:56][O:55][CH2:54][CH2:53][NH:52]1. Given the product [C:28]([C:32]1[N:33]=[C:34]([N:52]2[CH2:53][CH2:54][O:55][CH2:56][C:51]2([CH3:57])[CH3:50])[C:35]2[N:40]=[N:39][N:38]([CH2:41][C:42]3[CH:47]=[CH:46][CH:45]=[CH:44][C:43]=3[Cl:48])[C:36]=2[N:37]=1)([CH3:31])([CH3:30])[CH3:29], predict the reactants needed to synthesize it. (6) Given the product [CH2:1]([O:5][C:6]([C:8]1[N:9]=[C:10]([O:26][CH3:27])[C:11]2[C:16]([C:17]=1[OH:18])=[CH:15][CH:14]=[CH:13][CH:12]=2)=[O:7])[CH2:2][CH2:3][CH3:4], predict the reactants needed to synthesize it. The reactants are: [CH2:1]([O:5][C:6]([C:8]1[N:9]=[C:10]([O:26][CH3:27])[C:11]2[C:16]([C:17]=1[O:18]CC1C=CC=CC=1)=[CH:15][CH:14]=[CH:13][CH:12]=2)=[O:7])[CH2:2][CH2:3][CH3:4]. (7) Given the product [Cl:1][C:2]1[N:3]=[CH:4][C:5]([CH2:8][OH:9])=[N:6][CH:7]=1, predict the reactants needed to synthesize it. The reactants are: [Cl:1][C:2]1[N:3]=[CH:4][C:5]([C:8](OC)=[O:9])=[N:6][CH:7]=1.CC(C[AlH]CC(C)C)C.C(O)C.C(C(C(C([O-])=O)O)O)([O-])=O.[Na+].[K+]. (8) Given the product [Cl:15][C:12]1[CH:13]=[CH:14][C:9]([C:5]2[O:6][C:7]([CH3:8])=[C:3]([CH2:2][O:26][C:25]3[C:17]([F:16])=[C:18]([C:22]([F:27])=[CH:23][CH:24]=3)[C:19]([NH2:21])=[O:20])[N:4]=2)=[CH:10][CH:11]=1, predict the reactants needed to synthesize it. The reactants are: Br[CH2:2][C:3]1[N:4]=[C:5]([C:9]2[CH:14]=[CH:13][C:12]([Cl:15])=[CH:11][CH:10]=2)[O:6][C:7]=1[CH3:8].[F:16][C:17]1[C:25]([OH:26])=[CH:24][CH:23]=[C:22]([F:27])[C:18]=1[C:19]([NH2:21])=[O:20].C(=O)([O-])[O-].[K+].[K+]. (9) Given the product [F:8][C:9]1[CH:15]=[CH:14][C:12]([N:13]([C:17]2[CH:22]=[CH:21][C:20]([F:23])=[CH:19][CH:18]=2)[C:5](=[O:7])[CH3:6])=[CH:11][CH:10]=1, predict the reactants needed to synthesize it. The reactants are: C(O[C:5](=[O:7])[CH3:6])(=O)C.[F:8][C:9]1[CH:15]=[CH:14][C:12]([NH2:13])=[CH:11][CH:10]=1.Br[C:17]1[CH:22]=[CH:21][C:20]([F:23])=[CH:19][CH:18]=1.C(=O)([O-])[O-].[K+].[K+]. (10) Given the product [C:1]1([C:7]2[CH:11]=[CH:10][O:9][C:8]=2[CH2:12][NH2:16])[CH:6]=[CH:5][CH:4]=[CH:3][CH:2]=1, predict the reactants needed to synthesize it. The reactants are: [C:1]1([C:7]2[CH:11]=[CH:10][O:9][C:8]=2[CH:12]=O)[CH:6]=[CH:5][CH:4]=[CH:3][CH:2]=1.[BH3-]C#[N:16].[Na+].